From a dataset of CYP2D6 inhibition data for predicting drug metabolism from PubChem BioAssay. Regression/Classification. Given a drug SMILES string, predict its absorption, distribution, metabolism, or excretion properties. Task type varies by dataset: regression for continuous measurements (e.g., permeability, clearance, half-life) or binary classification for categorical outcomes (e.g., BBB penetration, CYP inhibition). Dataset: cyp2d6_veith. (1) The compound is CN(c1ccccc1)c1nc(-n2ccnc2)nc(-n2ccnc2)n1. The result is 1 (inhibitor). (2) The drug is COc1ccc(-c2cc(C(F)(F)F)nc(NCc3cccnc3)n2)cc1. The result is 1 (inhibitor). (3) The compound is CCOC(=O)C(C)n1cnc2c(oc3ccccc32)c1=O. The result is 0 (non-inhibitor). (4) The compound is CCNc1ncc2nc(CCc3ccccc3)c(=O)n(C)c2n1. The result is 1 (inhibitor). (5) The molecule is O=C(O)CC(c1cccc2ccccc12)n1cccc1. The result is 0 (non-inhibitor). (6) The drug is C[C@@H]1CCCN(CP(=O)(c2ccccc2)c2ccccc2)C1. The result is 0 (non-inhibitor). (7) The molecule is CS(=O)(=O)c1ccc(CNC(=O)[C@H]2C[C@@H]2[C@H](NP(=O)(c2ccccc2)c2ccccc2)c2ccccc2)cc1. The result is 0 (non-inhibitor).